Predict which catalyst facilitates the given reaction. From a dataset of Catalyst prediction with 721,799 reactions and 888 catalyst types from USPTO. (1) Reactant: C(N(CC)CC)C.[C:8]1([NH:14][C:15]2[C:16]([NH2:21])=[N:17][CH:18]=[CH:19][CH:20]=2)[CH:13]=[CH:12][CH:11]=[CH:10][CH:9]=1.[C:22]([O:26][C:27]([NH:29][C@@H:30]([CH3:34])[C:31](O)=[O:32])=[O:28])([CH3:25])([CH3:24])[CH3:23].C1C=NC2N(O)N=NC=2C=1.Cl.CN(C)CCCN=C=NCC. Product: [C:22]([O:26][C:27](=[O:28])[NH:29][C@H:30]([C:31](=[O:32])[NH:21][C:16]1[C:15]([NH:14][C:8]2[CH:9]=[CH:10][CH:11]=[CH:12][CH:13]=2)=[CH:20][CH:19]=[CH:18][N:17]=1)[CH3:34])([CH3:23])([CH3:24])[CH3:25]. The catalyst class is: 2. (2) Product: [Br:1][C:2]1[N:3]=[C:4]([C:9]2[O:10][C:11]([C:14]3[CH:19]=[CH:18][C:17]([CH2:20][NH:31][CH3:30])=[CH:16][C:15]=3[O:22][CH3:23])=[N:12][N:13]=2)[C:5]([NH2:8])=[N:6][CH:7]=1. Reactant: [Br:1][C:2]1[N:3]=[C:4]([C:9]2[O:10][C:11]([C:14]3[CH:19]=[CH:18][C:17]([CH2:20]Br)=[CH:16][C:15]=3[O:22][CH3:23])=[N:12][N:13]=2)[C:5]([NH2:8])=[N:6][CH:7]=1.C(=O)([O-])[O-].[Na+].[Na+].[CH3:30][NH2:31]. The catalyst class is: 20.